This data is from Catalyst prediction with 721,799 reactions and 888 catalyst types from USPTO. The task is: Predict which catalyst facilitates the given reaction. (1) Reactant: [CH:1]([Si:4](Cl)([CH:8]([CH3:10])[CH3:9])[CH:5]([CH3:7])[CH3:6])([CH3:3])[CH3:2].[Br:12][C:13]1[N:14]([CH2:21][CH2:22][CH:23]([OH:26])[CH2:24][OH:25])[CH:15]=[C:16]([N+:18]([O-:20])=[O:19])[N:17]=1.N1C=CN=C1. Product: [Br:12][C:13]1[N:14]([CH2:21][CH2:22][CH:23]([OH:26])[CH2:24][O:25][Si:4]([CH:8]([CH3:10])[CH3:9])([CH:5]([CH3:7])[CH3:6])[CH:1]([CH3:3])[CH3:2])[CH:15]=[C:16]([N+:18]([O-:20])=[O:19])[N:17]=1. The catalyst class is: 3. (2) Reactant: [F:1][C:2]1[CH:3]=[C:4]([CH:15]=[CH:16][C:17]=1[F:18])[O:5][CH2:6][C:7]([NH:9][CH:10]1[CH2:14][CH2:13][NH:12][CH2:11]1)=[O:8].[F:19][C:20]([F:35])([F:34])[C:21]1[CH:26]=[CH:25][C:24]([N:27]2[CH:31]=[CH:30][C:29]([CH:32]=O)=[CH:28]2)=[CH:23][CH:22]=1.C(O[BH-](OC(=O)C)OC(=O)C)(=O)C. Product: [F:1][C:2]1[CH:3]=[C:4]([CH:15]=[CH:16][C:17]=1[F:18])[O:5][CH2:6][C:7]([NH:9][CH:10]1[CH2:14][CH2:13][N:12]([CH2:32][C:29]2[CH:30]=[CH:31][N:27]([C:24]3[CH:25]=[CH:26][C:21]([C:20]([F:35])([F:19])[F:34])=[CH:22][CH:23]=3)[CH:28]=2)[CH2:11]1)=[O:8]. The catalyst class is: 2. (3) Reactant: [C:1]([C:3]1[C:12](=[O:13])[C:11]2[CH2:10][N:9]([C:14]([O:16][CH2:17][C:18]3[CH:23]=[CH:22][CH:21]=[CH:20][CH:19]=3)=[O:15])[CH2:8][CH2:7][C:6]=2[NH:5][CH:4]=1)#[N:2].C([O-])([O-])=O.[K+].[K+].Br[CH2:31][C:32]1[CH:37]=[CH:36][C:35]([C:38]([F:41])([F:40])[F:39])=[CH:34][C:33]=1[F:42]. Product: [C:1]([C:3]1[C:12](=[O:13])[C:11]2[CH2:10][N:9]([C:14]([O:16][CH2:17][C:18]3[CH:23]=[CH:22][CH:21]=[CH:20][CH:19]=3)=[O:15])[CH2:8][CH2:7][C:6]=2[N:5]([CH2:31][C:32]2[CH:37]=[CH:36][C:35]([C:38]([F:39])([F:41])[F:40])=[CH:34][C:33]=2[F:42])[CH:4]=1)#[N:2]. The catalyst class is: 3. (4) Reactant: [Cl:1][C:2]1[C:7]([N+:8]([O-])=O)=[CH:6][C:5]([Cl:11])=[CH:4][N:3]=1.[CH:12]([Mg]Br)=[CH2:13].[Cl-].[NH4+]. Product: [Cl:11][C:5]1[CH:4]=[N:3][C:2]([Cl:1])=[C:7]2[NH:8][CH:12]=[CH:13][C:6]=12. The catalyst class is: 7. (5) Product: [F:15][C:10]1[CH:9]=[C:8]([CH:13]=[C:12]([F:14])[CH:11]=1)[CH2:7][C@H:2]([NH:1][C:17](=[O:16])[O:19][C:20]([CH3:23])([CH3:22])[CH3:21])[C@H:3]([OH:6])[CH2:4][OH:5]. Reactant: [NH2:1][C@@H:2]([CH2:7][C:8]1[CH:13]=[C:12]([F:14])[CH:11]=[C:10]([F:15])[CH:9]=1)[C@H:3]([OH:6])[CH2:4][OH:5].[O:16](C(OC(C)(C)C)=O)[C:17]([O:19][C:20]([CH3:23])([CH3:22])[CH3:21])=O. The catalyst class is: 1. (6) Reactant: CCN(C(C)C)C(C)C.C1C=CC2N(O)N=NC=2C=1.[O:20]=[C:21]1[O:25][C@H:24]([C:26]([OH:28])=O)[CH2:23][CH2:22]1.CCN=C=NCCCN(C)C.[NH2:40][C@@H:41]1[C:49]2[C:44](=[CH:45][CH:46]=[CH:47][CH:48]=2)[CH2:43][C@H:42]1[NH:50][C:51]([C:53]1[NH:57][C:56]2[S:58][C:59]([Cl:61])=[CH:60][C:55]=2[CH:54]=1)=[O:52]. Product: [Cl:61][C:59]1[S:58][C:56]2[NH:57][C:53]([C:51]([NH:50][C@@H:42]3[CH2:43][C:44]4[C:49](=[CH:48][CH:47]=[CH:46][CH:45]=4)[C@H:41]3[NH:40][C:26]([C@@H:24]3[CH2:23][CH2:22][C:21](=[O:20])[O:25]3)=[O:28])=[O:52])=[CH:54][C:55]=2[CH:60]=1. The catalyst class is: 2. (7) Reactant: [NH2:1][C:2]1[CH:7]=[CH:6][C:5]([C:8]2[NH:9][C:10](=[O:24])[C:11]3[C:16]([CH:17]4[CH2:22][CH2:21][CH2:20][CH2:19][CH2:18]4)=[N:15][N:14]([CH3:23])[C:12]=3[N:13]=2)=[C:4]([O:25][CH3:26])[CH:3]=1.[CH3:27][S:28](Cl)(=[O:30])=[O:29].C(N(CC)CC)C.C(=O)([O-])O.[Na+]. Product: [CH:17]1([C:16]2[C:11]3[C:10](=[O:24])[NH:9][C:8]([C:5]4[CH:6]=[CH:7][C:2]([N:1]([S:28]([CH3:27])(=[O:30])=[O:29])[S:28]([CH3:27])(=[O:30])=[O:29])=[CH:3][C:4]=4[O:25][CH3:26])=[N:13][C:12]=3[N:14]([CH3:23])[N:15]=2)[CH2:22][CH2:21][CH2:20][CH2:19][CH2:18]1. The catalyst class is: 7.